Dataset: HIV replication inhibition screening data with 41,000+ compounds from the AIDS Antiviral Screen. Task: Binary Classification. Given a drug SMILES string, predict its activity (active/inactive) in a high-throughput screening assay against a specified biological target. (1) The molecule is CC1Cn2c(=S)[nH]c3cccc(c32)NC1=O. The result is 0 (inactive). (2) The molecule is O=S(=O)(Nc1nnc2c3ccccc3ccn12)c1ccc(F)cc1S. The result is 1 (active). (3) The molecule is C=CCSSC=CCS(=O)CC=C. The result is 0 (inactive). (4) The drug is COP(=O)(OC)C(Cc1cn(C(C)=O)c2ccccc12)C(=O)O. The result is 0 (inactive). (5) The molecule is COc1ccc2c(c1O)-c1c(OC)c(OC)cc3c1C(C2)N(C)CC3. The result is 0 (inactive).